Regression/Classification. Given a drug SMILES string, predict its absorption, distribution, metabolism, or excretion properties. Task type varies by dataset: regression for continuous measurements (e.g., permeability, clearance, half-life) or binary classification for categorical outcomes (e.g., BBB penetration, CYP inhibition). Dataset: cyp2c9_veith. From a dataset of CYP2C9 inhibition data for predicting drug metabolism from PubChem BioAssay. (1) The compound is COc1ccc(N=C2S/C(=C\c3ccc(C)s3)C(=O)N2CC(C)C)cc1. The result is 1 (inhibitor). (2) The molecule is CCOC(=O)CCN1C(=O)[C@H]2CC[C@@H]3/C(=N\OC[C@@H](O)COCc4ccco4)C[C@@H](O)[C@@H](O)[C@@H]3[C@@H]2C1=O. The result is 0 (non-inhibitor).